From a dataset of NCI-60 drug combinations with 297,098 pairs across 59 cell lines. Regression. Given two drug SMILES strings and cell line genomic features, predict the synergy score measuring deviation from expected non-interaction effect. Drug 1: C1=NC2=C(N1)C(=S)N=C(N2)N. Drug 2: CC1C(C(=O)NC(C(=O)N2CCCC2C(=O)N(CC(=O)N(C(C(=O)O1)C(C)C)C)C)C(C)C)NC(=O)C3=C4C(=C(C=C3)C)OC5=C(C(=O)C(=C(C5=N4)C(=O)NC6C(OC(=O)C(N(C(=O)CN(C(=O)C7CCCN7C(=O)C(NC6=O)C(C)C)C)C)C(C)C)C)N)C. Cell line: SNB-75. Synergy scores: CSS=14.1, Synergy_ZIP=-4.28, Synergy_Bliss=1.41, Synergy_Loewe=1.41, Synergy_HSA=0.955.